Dataset: Catalyst prediction with 721,799 reactions and 888 catalyst types from USPTO. Task: Predict which catalyst facilitates the given reaction. (1) Reactant: [F:1][C:2]1[CH:7]=[CH:6][C:5]([NH:8][C:9]2[C:14]([C:15]3[C:23]4[C:18](=[C:19]([O:24]C)[N:20]=[CH:21][CH:22]=4)[N:17]([CH3:26])[CH:16]=3)=[CH:13][C:12]([N+:27]([O-:29])=[O:28])=[CH:11][N:10]=2)=[CH:4][CH:3]=1.Cl. Product: [F:1][C:2]1[CH:7]=[CH:6][C:5]([NH:8][C:9]2[C:14]([C:15]3[C:23]4[CH:22]=[CH:21][NH:20][C:19](=[O:24])[C:18]=4[N:17]([CH3:26])[CH:16]=3)=[CH:13][C:12]([N+:27]([O-:29])=[O:28])=[CH:11][N:10]=2)=[CH:4][CH:3]=1. The catalyst class is: 12. (2) Reactant: [CH3:1][O:2][C:3]1[CH:4]=[C:5]([CH:7]=[CH:8][C:9]=1[O:10][CH3:11])[NH2:6].N1C=CC=CC=1.[Cl:18][C:19]1[CH:24]=[C:23]([O:25][C:26]2[C:27]3[N:34]([CH3:35])[CH:33]=[CH:32][C:28]=3[N:29]=[CH:30][N:31]=2)[CH:22]=[CH:21][C:20]=1[NH:36][C:37](=O)[O:38]C1C=CC=CC=1. Product: [Cl:18][C:19]1[CH:24]=[C:23]([O:25][C:26]2[C:27]3[N:34]([CH3:35])[CH:33]=[CH:32][C:28]=3[N:29]=[CH:30][N:31]=2)[CH:22]=[CH:21][C:20]=1[NH:36][C:37]([NH:6][C:5]1[CH:7]=[CH:8][C:9]([O:10][CH3:11])=[C:3]([O:2][CH3:1])[CH:4]=1)=[O:38]. The catalyst class is: 60. (3) Reactant: [CH:1]1([C:4]2[C:13](/[CH:14]=[CH:15]/[C@@H:16]([OH:24])[CH2:17][C@@H:18]([OH:23])[CH2:19][C:20]([OH:22])=[O:21])=[C:12]([C:25]3[CH:30]=[CH:29][C:28]([F:31])=[CH:27][CH:26]=3)[C:11]3[C:6](=[CH:7][CH:8]=[CH:9][CH:10]=3)[N:5]=2)[CH2:3][CH2:2]1.CO[N-]C.C(O)C.[OH-].[Na+]. Product: [CH:4]([NH:5][CH:6]([CH3:11])[CH3:7])([CH3:13])[CH3:1].[CH:1]1([C:4]2[C:13](/[CH:14]=[CH:15]/[C@@H:16]([OH:24])[CH2:17][C@@H:18]([OH:23])[CH2:19][C:20]([OH:22])=[O:21])=[C:12]([C:25]3[CH:30]=[CH:29][C:28]([F:31])=[CH:27][CH:26]=3)[C:11]3[C:6](=[CH:7][CH:8]=[CH:9][CH:10]=3)[N:5]=2)[CH2:3][CH2:2]1. The catalyst class is: 6. (4) Reactant: [CH:1]1[C:10]2[C:5](=[CH:6][CH:7]=[CH:8][CH:9]=2)[CH:4]=[C:3]([C:11]2[O:12][C:13]3[C:18]([C:19](=O)[CH:20]=2)=[CH:17][CH:16]=[CH:15][CH:14]=3)[N:2]=1.Cl.[C:23]([O:27][NH2:28])([CH3:26])([CH3:25])[CH3:24]. Product: [C:23]([O:27][N:28]=[C:19]1[C:18]2[C:13](=[CH:14][CH:15]=[CH:16][CH:17]=2)[O:12][C:11]([C:3]2[N:2]=[CH:1][C:10]3[C:5]([CH:4]=2)=[CH:6][CH:7]=[CH:8][CH:9]=3)=[CH:20]1)([CH3:26])([CH3:25])[CH3:24]. The catalyst class is: 5. (5) Reactant: C([Cl:4])(=O)C.CO.[NH4+:7].[OH-].C[CH2:10][O:11][C:12]([CH3:14])=[O:13].C1C=C2C(C(O)(O)[C:24](=O)[C:18]2=[CH:17]C=1)=O. Product: [ClH:4].[CH3:10][O:11][C:12](=[O:13])[CH2:14][NH:7][CH:24]1[CH2:18][CH2:17]1. The catalyst class is: 5. (6) Reactant: [C:1]([C:3]1[CH:8]=[CH:7][C:6]([N:9]2[C:13](=[O:14])[C:12]([CH3:16])([CH3:15])[N:11]([CH2:17][CH2:18][CH2:19][C:20]([OH:22])=O)[C:10]2=[S:23])=[CH:5][C:4]=1[C:24]([F:27])([F:26])[F:25])#[N:2].C(Cl)CCl.C1C=CC2N(O)N=NC=2C=1.[C:42]12([O:52][CH2:53][CH2:54][O:55][CH2:56][CH2:57][O:58][CH2:59][CH2:60][O:61][CH2:62][CH2:63][NH2:64])[CH2:51][CH:46]3[CH2:47][CH:48]([CH2:50][CH:44]([CH2:45]3)[CH2:43]1)[CH2:49]2. Product: [C:42]12([O:52][CH2:53][CH2:54][O:55][CH2:56][CH2:57][O:58][CH2:59][CH2:60][O:61][CH2:62][CH2:63][NH:64][C:20](=[O:22])[CH2:19][CH2:18][CH2:17][N:11]3[C:12]([CH3:16])([CH3:15])[C:13](=[O:14])[N:9]([C:6]4[CH:7]=[CH:8][C:3]([C:1]#[N:2])=[C:4]([C:24]([F:27])([F:25])[F:26])[CH:5]=4)[C:10]3=[S:23])[CH2:43][CH:44]3[CH2:45][CH:46]([CH2:47][CH:48]([CH2:50]3)[CH2:49]1)[CH2:51]2. The catalyst class is: 4. (7) Reactant: [CH3:1][O:2][C:3]1[CH:8]=[C:7]([CH3:9])[C:6]([S:10]([N:13]([CH2:15][C:16]2[S:20][C:19]([C:21]([O:23]C)=O)=[N:18][N:17]=2)[CH3:14])(=[O:12])=[O:11])=[C:5]([CH3:25])[CH:4]=1.[CH3:26][N:27]1[CH2:32][CH2:31][CH:30]([CH2:33][N:34]2[CH2:39][CH2:38][NH:37][CH2:36][CH2:35]2)[CH2:29][CH2:28]1.C[Al](C)C. Product: [CH3:1][O:2][C:3]1[CH:4]=[C:5]([CH3:25])[C:6]([S:10]([N:13]([CH3:14])[CH2:15][C:16]2[S:20][C:19]([C:21]([N:37]3[CH2:36][CH2:35][N:34]([CH2:33][CH:30]4[CH2:31][CH2:32][N:27]([CH3:26])[CH2:28][CH2:29]4)[CH2:39][CH2:38]3)=[O:23])=[N:18][N:17]=2)(=[O:12])=[O:11])=[C:7]([CH3:9])[CH:8]=1. The catalyst class is: 1. (8) Reactant: C.[NH2:2][C:3]1[C:8]([N+:9]([O-])=O)=[CH:7][C:6]([C:12]2[CH:17]=[CH:16][C:15]([Br:18])=[CH:14][CH:13]=2)=[CH:5][N:4]=1.O.NN. Product: [NH2:2][C:3]1[C:8]([NH2:9])=[CH:7][C:6]([C:12]2[CH:13]=[CH:14][C:15]([Br:18])=[CH:16][CH:17]=2)=[CH:5][N:4]=1. The catalyst class is: 5. (9) The catalyst class is: 22. Product: [Br:1][C:2]1[C:3]([C:8]#[N:9])=[N+:4]([O-:18])[CH:5]=[CH:6][CH:7]=1. Reactant: [Br:1][C:2]1[C:3]([C:8]#[N:9])=[N:4][CH:5]=[CH:6][CH:7]=1.ClC1C=CC=C(C(OO)=[O:18])C=1.